This data is from Forward reaction prediction with 1.9M reactions from USPTO patents (1976-2016). The task is: Predict the product of the given reaction. (1) The product is: [F:17][C:16]([F:19])([F:18])[C:13]1[CH:14]=[CH:15][C:10]([O:8][C:4]2[CH:3]=[C:2]([CH:7]=[CH:6][CH:5]=2)[NH2:1])=[CH:11][CH:12]=1. Given the reactants [NH2:1][C:2]1[CH:3]=[C:4]([OH:8])[CH:5]=[CH:6][CH:7]=1.Br[C:10]1[CH:15]=[CH:14][C:13]([C:16]([F:19])([F:18])[F:17])=[CH:12][CH:11]=1.C(=O)([O-])[O-].[Cs+].[Cs+], predict the reaction product. (2) Given the reactants [C:1]([O:5][C:6]([NH:8][CH2:9][CH2:10][O:11][C:12]1[CH:37]=[C:36]([S:38][CH3:39])[CH:35]=[CH:34][C:13]=1[C:14]([NH:16][C:17]1[CH:32]=[CH:31][C:30]([Cl:33])=[CH:29][C:18]=1[C:19]([NH:21][C:22]1[CH:27]=[CH:26][C:25]([Cl:28])=[CH:24][N:23]=1)=[O:20])=[O:15])=[O:7])([CH3:4])([CH3:3])[CH3:2].C12(CS(O)(=O)=O)C(C)(C)C(CC1)CC2=[O:42].C(OO)(C)(C)C, predict the reaction product. The product is: [C:1]([O:5][C:6]([NH:8][CH2:9][CH2:10][O:11][C:12]1[CH:37]=[C:36]([S:38]([CH3:39])=[O:42])[CH:35]=[CH:34][C:13]=1[C:14]([NH:16][C:17]1[CH:32]=[CH:31][C:30]([Cl:33])=[CH:29][C:18]=1[C:19]([NH:21][C:22]1[CH:27]=[CH:26][C:25]([Cl:28])=[CH:24][N:23]=1)=[O:20])=[O:15])=[O:7])([CH3:4])([CH3:3])[CH3:2]. (3) Given the reactants [CH2:1]([C:3]1[CH:4]=[C:5]([CH2:10][NH2:11])[C:6]([F:9])=[N:7][CH:8]=1)C.Cl.FC1C=CC(C)=CN=1, predict the reaction product. The product is: [F:9][C:6]1[C:5]([CH2:10][NH2:11])=[CH:4][C:3]([CH3:1])=[CH:8][N:7]=1. (4) Given the reactants [Cl:1][C:2]1[N:7]=[CH:6][C:5]([OH:8])=[C:4]([CH3:9])[CH:3]=1.C(=O)([O-])[O-].[Cs+].[Cs+].FC(F)(F)S(O[CH2:22][C:23]([F:26])([F:25])[F:24])(=O)=O.O, predict the reaction product. The product is: [Cl:1][C:2]1[CH:3]=[C:4]([CH3:9])[C:5]([O:8][CH2:22][C:23]([F:26])([F:25])[F:24])=[CH:6][N:7]=1.